This data is from Catalyst prediction with 721,799 reactions and 888 catalyst types from USPTO. The task is: Predict which catalyst facilitates the given reaction. (1) Reactant: C(=O)([O-])[O-].[Cs+].[Cs+].[CH2:7](Br)[C:8]#[CH:9].[C:11]([O:15][C:16]([NH:18][C:19]1[N:24]=[CH:23][C:22]([CH2:25][C:26]([C:35]2[N:36]=[CH:37][NH:38][CH:39]=2)([C:31]([O:33][CH3:34])=[O:32])[C:27]([O:29][CH3:30])=[O:28])=[CH:21][CH:20]=1)=[O:17])([CH3:14])([CH3:13])[CH3:12].O. Product: [C:11]([O:15][C:16]([NH:18][C:19]1[N:24]=[CH:23][C:22]([CH2:25][C:26]([C:35]2[N:36]=[CH:37][N:38]([CH2:9][C:8]#[CH:7])[CH:39]=2)([C:31]([O:33][CH3:34])=[O:32])[C:27]([O:29][CH3:30])=[O:28])=[CH:21][CH:20]=1)=[O:17])([CH3:14])([CH3:12])[CH3:13]. The catalyst class is: 3. (2) Reactant: C(NC(C)C)(C)C.C([Li])CCC.[CH3:13][N:14]([CH2:17][C:18]1[CH:23]=[CH:22][N:21]=[CH:20][CH:19]=1)[CH:15]=O.[C:24](#[N:31])[C:25]1[CH:30]=[CH:29][CH:28]=[CH:27][CH:26]=1. Product: [CH3:13][N:14]1[C:17]([C:18]2[CH:23]=[CH:22][N:21]=[CH:20][CH:19]=2)=[C:24]([C:25]2[CH:30]=[CH:29][CH:28]=[CH:27][CH:26]=2)[N:31]=[CH:15]1. The catalyst class is: 1. (3) Reactant: I([O-])(=O)(=O)=[O:2].[Na+].[CH3:7][O:8][C:9]([C:11]1[CH:12]=[CH:13][N:14]2[C:19]=1[C:18](=[O:20])[N:17]([CH2:21][C:22]1[CH:27]=[CH:26][CH:25]=[CH:24][CH:23]=1)[C:16]([CH:28]=CN(C)C)=[N:15]2)=[O:10]. Product: [CH3:7][O:8][C:9]([C:11]1[CH:12]=[CH:13][N:14]2[C:19]=1[C:18](=[O:20])[N:17]([CH2:21][C:22]1[CH:23]=[CH:24][CH:25]=[CH:26][CH:27]=1)[C:16]([CH:28]=[O:2])=[N:15]2)=[O:10]. The catalyst class is: 1. (4) Reactant: Br[C:2]1[N:3]=[C:4]2[C:10]([C:11](=[O:16])[C:12]([CH3:15])([CH3:14])[CH3:13])=[CH:9][NH:8][C:5]2=[N:6][CH:7]=1.[OH:17][C:18]1[CH:23]=[CH:22][CH:21]=[CH:20][C:19]=1B(O)O. Product: [OH:17][C:18]1[CH:23]=[CH:22][CH:21]=[CH:20][C:19]=1[C:2]1[N:3]=[C:4]2[C:10]([C:11](=[O:16])[C:12]([CH3:15])([CH3:14])[CH3:13])=[CH:9][NH:8][C:5]2=[N:6][CH:7]=1. The catalyst class is: 25. (5) Reactant: Br[C:2]1[CH:22]=[CH:21][C:5]2[NH:6][C:7]([CH2:9][O:10][C:11]3[CH:16]=[CH:15][C:14]([C:17]([F:20])([F:19])[F:18])=[CH:13][CH:12]=3)=[N:8][C:4]=2[CH:3]=1.[CH:23]([C:25]1[CH:30]=[CH:29][CH:28]=[CH:27][C:26]=1B(O)O)=[O:24].C(=O)([O-])[O-].[Na+].[Na+]. Product: [F:18][C:17]([F:20])([F:19])[C:14]1[CH:15]=[CH:16][C:11]([O:10][CH2:9][C:7]2[NH:6][C:5]3[CH:21]=[CH:22][C:2]([C:26]4[CH:27]=[CH:28][CH:29]=[CH:30][C:25]=4[CH:23]=[O:24])=[CH:3][C:4]=3[N:8]=2)=[CH:12][CH:13]=1. The catalyst class is: 149. (6) Reactant: [Cl:1][C:2]1[CH:11]=[CH:10][C:5]([C:6]([O:8]C)=O)=[CH:4][C:3]=1[O:12][CH3:13].[Li+].C[Si]([N-][Si](C)(C)C)(C)C.[Cl:24][C:25]1[N:30]=[C:29]([CH3:31])[CH:28]=[CH:27][N:26]=1. Product: [Cl:1][C:2]1[CH:11]=[CH:10][C:5]([C:6](=[O:8])[CH2:31][C:29]2[CH:28]=[CH:27][N:26]=[C:25]([Cl:24])[N:30]=2)=[CH:4][C:3]=1[O:12][CH3:13]. The catalyst class is: 1.